This data is from Experimental lipophilicity measurements (octanol/water distribution) for 4,200 compounds from AstraZeneca. The task is: Regression/Classification. Given a drug SMILES string, predict its absorption, distribution, metabolism, or excretion properties. Task type varies by dataset: regression for continuous measurements (e.g., permeability, clearance, half-life) or binary classification for categorical outcomes (e.g., BBB penetration, CYP inhibition). For this dataset (lipophilicity_astrazeneca), we predict Y. The drug is CCN(CC)C(=O)c1ccc(C2=CC3(CCNCC3)Oc3cccc(O)c32)cc1. The Y is 0.540 logD.